From a dataset of Reaction yield outcomes from USPTO patents with 853,638 reactions. Predict the reaction yield, written as a fraction of the theoretical maximum amount of product (1.0 means a 100% yield; for example, 0.34 means a 34% yield). (1) The reactants are C[O:2][C:3](=[O:24])[CH:4]([C:11]1[CH:16]=[CH:15][C:14]([S:17]([C:20]([F:23])([F:22])[F:21])(=[O:19])=[O:18])=[CH:13][CH:12]=1)[CH2:5][CH:6]1[CH2:10][CH2:9][CH2:8][CH2:7]1.[OH-].[Li+]. The catalyst is O1CCCC1. The product is [CH:6]1([CH2:5][CH:4]([C:11]2[CH:12]=[CH:13][C:14]([S:17]([C:20]([F:23])([F:21])[F:22])(=[O:19])=[O:18])=[CH:15][CH:16]=2)[C:3]([OH:24])=[O:2])[CH2:10][CH2:9][CH2:8][CH2:7]1. The yield is 0.770. (2) The reactants are C([O:3][C:4]([CH:6]1[CH2:11][CH2:10][C:9]([F:13])([F:12])[CH2:8][CH2:7]1)=O)C.[H-].C([Al+]CC(C)C)C(C)C.C1(C)C=CC=CC=1.[Cl-].[NH4+].Cl. The catalyst is C1(C)C=CC=CC=1. The product is [F:12][C:9]1([F:13])[CH2:10][CH2:11][CH:6]([CH:4]=[O:3])[CH2:7][CH2:8]1. The yield is 0.570. (3) The product is [Cl:24][C:3]1[C:2]([NH:1][C:26]2[N:31]=[C:30]([N:32]([CH:42]3[CH2:44][CH2:43]3)[CH2:33][C:34]3[CH:39]=[CH:38][C:37]([O:40][CH3:41])=[CH:36][CH:35]=3)[C:29]3=[N:45][CH:46]=[C:47]([C:48]#[N:49])[N:28]3[N:27]=2)=[CH:7][C:6]([C:8]#[N:9])=[CH:5][C:4]=1[NH:10][CH:11]1[CH2:12][CH2:13][N:14]([C:17]([O:19][C:20]([CH3:21])([CH3:23])[CH3:22])=[O:18])[CH2:15][CH2:16]1. The yield is 0.680. The catalyst is C1C=CC(P(C2C=CC=CC=2)[C-]2C=CC=C2)=CC=1.C1C=CC(P(C2C=CC=CC=2)[C-]2C=CC=C2)=CC=1.[Fe+2].CC([O-])=O.CC([O-])=O.[Pd+2]. The reactants are [NH2:1][C:2]1[C:3]([Cl:24])=[C:4]([NH:10][CH:11]2[CH2:16][CH2:15][N:14]([C:17]([O:19][C:20]([CH3:23])([CH3:22])[CH3:21])=[O:18])[CH2:13][CH2:12]2)[CH:5]=[C:6]([C:8]#[N:9])[CH:7]=1.Cl[C:26]1[N:31]=[C:30]([N:32]([CH:42]2[CH2:44][CH2:43]2)[CH2:33][C:34]2[CH:39]=[CH:38][C:37]([O:40][CH3:41])=[CH:36][CH:35]=2)[C:29]2=[N:45][CH:46]=[C:47]([C:48]#[N:49])[N:28]2[N:27]=1.C([O-])([O-])=O.[Cs+].[Cs+].C1(P(C2C=CC=CC=2)C2C3OC4C(=CC=CC=4P(C4C=CC=CC=4)C4C=CC=CC=4)C(C)(C)C=3C=CC=2)C=CC=CC=1. (4) The reactants are [NH2:1][C:2]1[CH:7]=[C:6]([O:8][CH2:9][C:10]2[CH:15]=[CH:14][CH:13]=[CH:12][CH:11]=2)[C:5]([O:16][CH3:17])=[CH:4][C:3]=1[C:18](=[O:20])[CH3:19].C[O-].[Na+].[CH:24](OCC)=O.Cl. The catalyst is COCCOC.O. The product is [CH2:9]([O:8][C:6]1[CH:7]=[C:2]2[C:3]([C:18]([OH:20])=[CH:19][CH:24]=[N:1]2)=[CH:4][C:5]=1[O:16][CH3:17])[C:10]1[CH:15]=[CH:14][CH:13]=[CH:12][CH:11]=1. The yield is 0.720. (5) The reactants are C(OC(=O)[NH:7][CH2:8][C:9](=[O:44])[NH:10][CH2:11][C:12]1[CH:17]=[CH:16][C:15]([N:18]2[C:22]([NH:23][C:24]([NH:26][C:27]3[CH:32]=[CH:31][C:30]([O:33][C:34]4[CH:39]=[CH:38][N:37]=[CH:36][CH:35]=4)=[CH:29][CH:28]=3)=[O:25])=[CH:21][C:20]([C:40]([CH3:43])([CH3:42])[CH3:41])=[N:19]2)=[CH:14][CH:13]=1)(C)(C)C.C(O)(C(F)(F)F)=O. The catalyst is C1COCC1. The product is [NH2:7][CH2:8][C:9]([NH:10][CH2:11][C:12]1[CH:17]=[CH:16][C:15]([N:18]2[C:22]([NH:23][C:24]([NH:26][C:27]3[CH:32]=[CH:31][C:30]([O:33][C:34]4[CH:35]=[CH:36][N:37]=[CH:38][CH:39]=4)=[CH:29][CH:28]=3)=[O:25])=[CH:21][C:20]([C:40]([CH3:43])([CH3:42])[CH3:41])=[N:19]2)=[CH:14][CH:13]=1)=[O:44]. The yield is 0.200.